This data is from Catalyst prediction with 721,799 reactions and 888 catalyst types from USPTO. The task is: Predict which catalyst facilitates the given reaction. Reactant: [CH3:1][O:2][C:3]([C:5]1OC(=O)[C:8]2[C:13]([C:14]=1[C:15]1[CH:20]=[CH:19][C:18]([CH3:21])=[CH:17][CH:16]=1)=[CH:12][C:11]([Cl:22])=[CH:10][CH:9]=2)=[O:4].[CH3:24][O:25]C(C1OC(=O)C2C(C=1C1C=CC(C)=CC=1)=CC=C(Cl)C=2)=O.Cl.[CH2:48]([O:50][C:51](=[O:55])[CH2:52][NH:53][NH2:54])C.C[O-].[Na+].S(=O)(=O)(O)O. Product: [CH3:1][O:2][C:3]([C:5]1[N:54]([NH:53][CH2:52][C:51]([O:50][CH3:48])=[O:55])[C:24](=[O:25])[C:8]2[C:13]([C:14]=1[C:15]1[CH:16]=[CH:17][C:18]([CH3:21])=[CH:19][CH:20]=1)=[CH:12][C:11]([Cl:22])=[CH:10][CH:9]=2)=[O:4]. The catalyst class is: 5.